The task is: Predict the reaction yield, written as a fraction of the theoretical maximum amount of product (1.0 means a 100% yield; for example, 0.34 means a 34% yield).. This data is from Reaction yield outcomes from USPTO patents with 853,638 reactions. (1) The reactants are [Cl:1][C:2]1[C:9]([CH3:10])=[C:8]([NH:11][C@@H:12]([C:16]2[O:17][C:18]([C:21]3[CH:26]=[CH:25][CH:24]=[CH:23][CH:22]=3)=[N:19][N:20]=2)[C@@H:13]([OH:15])[CH3:14])[CH:7]=[CH:6][C:3]=1[C:4]#[N:5].[C:27](Cl)(=[O:29])[CH3:28]. The catalyst is N1C=CC=CC=1.C(Cl)Cl. The product is [C:27]([O:15][C@@H:13]([CH3:14])[C@@H:12]([NH:11][C:8]1[CH:7]=[CH:6][C:3]([C:4]#[N:5])=[C:2]([Cl:1])[C:9]=1[CH3:10])[C:16]1[O:17][C:18]([C:21]2[CH:26]=[CH:25][CH:24]=[CH:23][CH:22]=2)=[N:19][N:20]=1)(=[O:29])[CH3:28]. The yield is 0.980. (2) The reactants are [O:1]=[C:2]1[N:10]([CH2:11][CH2:12][CH3:13])[C:9]2[N:8]=[C:7]([C:14]34[CH2:21][CH2:20][C:17]([CH2:22][CH2:23][C:24]([OH:26])=O)([CH2:18][CH2:19]3)[CH2:16][CH2:15]4)[NH:6][C:5]=2[C:4](=[O:27])[N:3]1[CH2:28][CH2:29][CH3:30].C[N:32](C(ON1N=NC2C=CC=NC1=2)=[N+](C)C)C.F[P-](F)(F)(F)(F)F.CCN(C(C)C)C(C)C.N. The catalyst is CN(C=O)C. The product is [O:1]=[C:2]1[N:10]([CH2:11][CH2:12][CH3:13])[C:9]2[N:8]=[C:7]([C:14]34[CH2:21][CH2:20][C:17]([CH2:22][CH2:23][C:24]([NH2:32])=[O:26])([CH2:16][CH2:15]3)[CH2:18][CH2:19]4)[NH:6][C:5]=2[C:4](=[O:27])[N:3]1[CH2:28][CH2:29][CH3:30]. The yield is 0.900. (3) The reactants are [CH3:1][C:2]1([CH3:10])[O:9][C:7](=[O:8])[CH2:6][C:4](=[O:5])[O:3]1.[OH:11][C:12]1[CH:19]=[CH:18][C:15]([CH:16]=O)=[CH:14][CH:13]=1. The catalyst is O. The product is [OH:11][C:12]1[CH:19]=[CH:18][C:15]([CH:16]=[C:6]2[C:7](=[O:8])[O:9][C:2]([CH3:10])([CH3:1])[O:3][C:4]2=[O:5])=[CH:14][CH:13]=1. The yield is 0.940. (4) The reactants are C([C:5]1[N:6]([CH2:17][C@@H:18]2[CH2:22][O:21][C:20]([CH3:24])([CH3:23])[O:19]2)[C:7]2[C:12]([CH:13]=1)=[CH:11][C:10]([N+:14]([O-])=O)=[CH:9][CH:8]=2)(C)(C)C.C([O-])=O.[NH4+]. The catalyst is C(O)C.O.[Pd]. The product is [CH3:23][C:20]1([CH3:24])[O:19][CH:18]([CH2:17][N:6]2[C:7]3[C:12](=[CH:11][C:10]([NH2:14])=[CH:9][CH:8]=3)[CH:13]=[CH:5]2)[CH2:22][O:21]1. The yield is 0.980.